Dataset: Full USPTO retrosynthesis dataset with 1.9M reactions from patents (1976-2016). Task: Predict the reactants needed to synthesize the given product. (1) Given the product [Cl:1][C:2]1[CH:10]=[C:9]([NH:11][CH:12]([CH3:13])[CH3:14])[C:5]([C:6]([NH:24][CH2:25][C:26]([F:32])([F:31])[C:27]([OH:29])([CH3:30])[CH3:28])=[O:8])=[CH:4][N:3]=1, predict the reactants needed to synthesize it. The reactants are: [Cl:1][C:2]1[CH:10]=[C:9]([NH:11][CH:12]2[CH2:14][CH2:13]2)[C:5]([C:6]([OH:8])=O)=[CH:4][N:3]=1.CCN(C(C)C)C(C)C.[NH2:24][CH2:25][C:26]([F:32])([F:31])[C:27]([CH3:30])([OH:29])[CH3:28].CN(C(ON1N=NC2C=CC=NC1=2)=[N+](C)C)C.F[P-](F)(F)(F)(F)F. (2) Given the product [C:30]([C:11]1[CH:10]=[CH:9][C:8](/[CH:1]=[CH:2]/[C:7]([NH:17][C:18]2[CH:26]=[C:25]3[C:21]([CH2:22][CH2:23][NH:24]3)=[CH:20][CH:19]=2)=[O:42])=[CH:13][CH:12]=1)([CH3:33])([CH3:32])[CH3:31], predict the reactants needed to synthesize it. The reactants are: [C:1](=N)([C:8]1[CH:13]=[CH:12][CH:11]=[CH:10][CH:9]=1)[C:2]1[CH:7]=CC=CC=1.Cl.Cl.[NH2:17][C:18]1[CH:26]=[C:25]2[C:21]([CH2:22][CH2:23][NH:24]2)=[CH:20][CH:19]=1.C(OC(O[C:30]([CH3:33])([CH3:32])[CH3:31])=O)(O[C:30]([CH3:33])([CH3:32])[CH3:31])=O.[OH2:42]. (3) Given the product [Cl:1][C:2]1[CH:3]=[C:4]([NH:5][C:11]2[C:20]3[C:15](=[CH:16][C:17]([O:25][CH2:26][CH3:27])=[C:18]([OH:21])[CH:19]=3)[N:14]=[CH:13][N:12]=2)[CH:6]=[CH:7][C:8]=1[F:9], predict the reactants needed to synthesize it. The reactants are: [Cl:1][C:2]1[CH:3]=[C:4]([CH:6]=[CH:7][C:8]=1[F:9])[NH2:5].Cl[C:11]1[C:20]2[C:15](=[CH:16][C:17]([O:25][CH2:26][CH3:27])=[C:18]([O:21]C(=O)C)[CH:19]=2)[N:14]=[CH:13][N:12]=1. (4) Given the product [NH4+:7].[OH-:5].[NH2:7][C@H:8]1[CH2:13][CH2:12][CH2:11][CH2:10][C@H:9]1[NH:14][C:15]1[N:16]=[N:17][C:18]([C:29]([NH2:30])=[O:31])=[C:19]([NH:21][C:22]2[CH:27]=[CH:26][CH:25]=[C:24]([CH3:28])[N:23]=2)[CH:20]=1, predict the reactants needed to synthesize it. The reactants are: C([O:5]C(=O)[NH:7][C@H:8]1[CH2:13][CH2:12][CH2:11][CH2:10][C@H:9]1[NH:14][C:15]1[N:16]=[N:17][C:18]([C:29](=[O:31])[NH2:30])=[C:19]([NH:21][C:22]2[CH:27]=[CH:26][CH:25]=[C:24]([CH3:28])[N:23]=2)[CH:20]=1)(C)(C)C.FC(F)(F)C(O)=O.C(=O)(O)[O-].[Na+]. (5) The reactants are: [Br:1][C:2]1[N:7]=[C:6]([C:8](=[O:10])[CH3:9])[CH:5]=[CH:4][CH:3]=1.C(N(CC)CC)C.[C:18]([Si:22]([CH3:32])([CH3:31])S(OC(F)(F)F)(=O)=O)([CH3:21])([CH3:20])[CH3:19]. Given the product [Br:1][C:2]1[CH:3]=[CH:4][CH:5]=[C:6]([C:8]([O:10][Si:22]([C:18]([CH3:21])([CH3:20])[CH3:19])([CH3:32])[CH3:31])=[CH2:9])[N:7]=1, predict the reactants needed to synthesize it. (6) Given the product [CH3:60][O:59][C:57](=[O:58])[NH:56][C@H:49]([C:50]1[CH:55]=[CH:54][CH:53]=[CH:52][CH:51]=1)[C:48]([N:44]1[CH2:45][CH2:46][CH2:47][C@H:43]1[C:41]1[NH:42][C:38]2[CH:33]=[C:107]([C:73]3[CH:74]=[CH:75][C:76]4[C:77]5[C:82](=[CH:81][C:80]([C:83]6[N:84]=[C:85]([C@@H:88]([NH:92][C:93](=[O:106])[C@@H:94]([NH:101][C:102]([O:103][CH3:104])=[O:105])[CH:95]7[CH2:100][CH2:99][O:98][CH2:97][CH2:96]7)[CH:89]([CH3:91])[CH3:90])[NH:86][CH:87]=6)=[CH:79][CH:78]=5)[C:70]([F:121])([F:69])[C:71]=4[CH:72]=3)[CH:120]=[CH:111][C:39]=2[N:40]=1)=[O:61], predict the reactants needed to synthesize it. The reactants are: COC(=O)N[C@@H](C(C)C)C(N1[C@H](C2NC(C3C=CC(C4C=CC5C(=CC=[C:33]([C:38]6[NH:42][C:41]([C@@H:43]7[CH2:47][CH2:46][CH2:45][N:44]7[C:48](=[O:61])[C@H:49]([NH:56][C:57]([O:59][CH3:60])=[O:58])[C:50]7[CH:55]=[CH:54][CH:53]=[CH:52][CH:51]=7)=[N:40][CH:39]=6)C=5)C=4)=CC=3)=CN=2)CC2(OCCO2)C1)=O.Cl.Cl.Cl.[F:69][C:70]1([F:121])[C:82]2[CH:81]=[C:80]([C:83]3[N:84]=[C:85]([C@@H:88]([NH:92][C:93](=[O:106])[C@@H:94]([NH:101][C:102](=[O:105])[O:103][CH3:104])[CH:95]4[CH2:100][CH2:99][O:98][CH2:97][CH2:96]4)[CH:89]([CH3:91])[CH3:90])[NH:86][CH:87]=3)[CH:79]=[CH:78][C:77]=2[C:76]2[C:71]1=[CH:72][C:73]([C:107]1C=CC3N=C([C@@H]4CCCN4)N[C:111]=3[CH:120]=1)=[CH:74][CH:75]=2.